From a dataset of Reaction yield outcomes from USPTO patents with 853,638 reactions. Predict the reaction yield, written as a fraction of the theoretical maximum amount of product (1.0 means a 100% yield; for example, 0.34 means a 34% yield). (1) The reactants are [C:1]([C:3]1[CH:8]=[CH:7][C:6]([CH:9]2[CH2:14][CH2:13][N:12]([C:15]([C:17]3[CH:18]=[CH:19][C:20]([CH3:26])=[C:21]([CH:25]=3)[C:22](O)=[O:23])=[O:16])[CH2:11][CH2:10]2)=[CH:5][CH:4]=1)#[N:2].CN(C(ON1N=NC2C=CC=CC1=2)=[N+](C)C)C.F[P-](F)(F)(F)(F)F.[N:51]1([C:56]2[N:61]=[CH:60][C:59]([NH2:62])=[CH:58][CH:57]=2)[CH2:55][CH2:54][CH2:53][CH2:52]1.CCN(C(C)C)C(C)C. The catalyst is CN(C=O)C.CCOC(C)=O.CC#N.O. The product is [C:1]([C:3]1[CH:4]=[CH:5][C:6]([CH:9]2[CH2:10][CH2:11][N:12]([C:15]([C:17]3[CH:18]=[CH:19][C:20]([CH3:26])=[C:21]([CH:25]=3)[C:22]([NH:62][C:59]3[CH:60]=[N:61][C:56]([N:51]4[CH2:55][CH2:54][CH2:53][CH2:52]4)=[CH:57][CH:58]=3)=[O:23])=[O:16])[CH2:13][CH2:14]2)=[CH:7][CH:8]=1)#[N:2]. The yield is 0.0700. (2) The reactants are [CH3:1][O:2][C:3]([C:5]1([C:8]2[CH:13]=[C:12](I)[C:11]([O:15][CH2:16][C:17]([CH3:19])=[CH2:18])=[C:10](I)[CH:9]=2)[CH2:7][CH2:6]1)=[O:4].CCCC[SnH](CCCC)CCCC.CC(N=NC(C#N)(C)C)(C#N)C. The catalyst is C1(C)C=CC=CC=1. The product is [CH3:1][O:2][C:3]([C:5]1([C:8]2[CH:13]=[CH:12][C:11]3[O:15][CH2:16][C:17]([CH3:19])([CH3:18])[C:10]=3[CH:9]=2)[CH2:7][CH2:6]1)=[O:4]. The yield is 0.620.